This data is from Reaction yield outcomes from USPTO patents with 853,638 reactions. The task is: Predict the reaction yield, written as a fraction of the theoretical maximum amount of product (1.0 means a 100% yield; for example, 0.34 means a 34% yield). (1) The product is [CH3:28][C:29]1[C:33]([S:34]([NH:1][C@@H:2]([CH2:8][CH2:9][C:10](=[O:27])[N:11]2[CH2:12][CH2:13][C:14]3([CH2:18][N:17]([C:19]4[CH:24]=[CH:23][N:22]=[CH:21][CH:20]=4)[CH2:16][CH2:15]3)[CH2:25][CH2:26]2)[C:3]([O:5][CH2:6][CH3:7])=[O:4])(=[O:36])=[O:35])=[C:32]([CH3:38])[O:31][N:30]=1. The reactants are [NH2:1][C@@H:2]([CH2:8][CH2:9][C:10](=[O:27])[N:11]1[CH2:26][CH2:25][C:14]2([CH2:18][N:17]([C:19]3[CH:24]=[CH:23][N:22]=[CH:21][CH:20]=3)[CH2:16][CH2:15]2)[CH2:13][CH2:12]1)[C:3]([O:5][CH2:6][CH3:7])=[O:4].[CH3:28][C:29]1[C:33]([S:34](Cl)(=[O:36])=[O:35])=[C:32]([CH3:38])[O:31][N:30]=1.CCN(C(C)C)C(C)C. The yield is 0.400. The catalyst is C(Cl)Cl. (2) The reactants are [CH3:1][O:2][C:3](=[O:18])[CH2:4][CH2:5][CH:6]([N:8]1[C:12]2[CH:13]=[CH:14][CH:15]=[CH:16][C:11]=2[NH:10][C:9]1=[O:17])[CH3:7].[I-].[CH3:20][N:21]1[C:29]2[C:24](=[C:25]([CH3:30])[CH:26]=[CH:27][CH:28]=2)[C:23]([CH2:31][N+](C)(C)C)=[CH:22]1.C([O-])([O-])=O.[K+].[K+]. The catalyst is CN(C=O)C.CCOC(C)=O. The product is [CH3:1][O:2][C:3](=[O:18])[CH2:4][CH2:5][CH:6]([N:8]1[C:12]2[CH:13]=[CH:14][CH:15]=[CH:16][C:11]=2[N:10]([CH2:31][CH:23]2[C:24]3[C:29](=[CH:28][CH:27]=[CH:26][C:25]=3[CH3:30])[N:21]([CH3:20])[CH2:22]2)[C:9]1=[O:17])[CH3:7]. The yield is 0.860. (3) The reactants are [C:1]([C:3](=[CH:7][CH:8]([CH3:10])[CH3:9])[C:4]([OH:6])=O)#[N:2].[NH:11]1[CH2:14][CH2:13][CH:12]1[CH2:15][N:16]1[C:20]2=[N:21][CH:22]=[N:23][C:24]([NH2:25])=[C:19]2[C:18]([C:26]2[CH:31]=[CH:30][C:29]([O:32][C:33]3[CH:38]=[CH:37][CH:36]=[CH:35][CH:34]=3)=[CH:28][C:27]=2[F:39])=[N:17]1.C1CN([P+](ON2N=NC3C=CC=NC2=3)(N2CCCC2)N2CCCC2)CC1.F[P-](F)(F)(F)(F)F. The catalyst is C(Cl)Cl. The product is [NH2:25][C:24]1[N:23]=[CH:22][N:21]=[C:20]2[N:16]([CH2:15][CH:12]3[CH2:13][CH2:14][N:11]3[C:4]([C:3](=[CH:7][CH:8]([CH3:10])[CH3:9])[C:1]#[N:2])=[O:6])[N:17]=[C:18]([C:26]3[CH:31]=[CH:30][C:29]([O:32][C:33]4[CH:34]=[CH:35][CH:36]=[CH:37][CH:38]=4)=[CH:28][C:27]=3[F:39])[C:19]=12. The yield is 0.398.